The task is: Predict the reactants needed to synthesize the given product.. This data is from Full USPTO retrosynthesis dataset with 1.9M reactions from patents (1976-2016). (1) The reactants are: [CH3:1][N:2]([CH3:22])[C:3]1[CH:4]=[C:5]([C:9]2[C:17]3[C:16]([NH2:18])=[CH:15][C:14]([CH3:19])=[N:13][C:12]=3[S:11][C:10]=2[CH2:20][CH3:21])[CH:6]=[CH:7][CH:8]=1.[Cl:23][C:24]1[CH:29]=[CH:28][C:27]([S:30](Cl)(=[O:32])=[O:31])=[CH:26][CH:25]=1.[C:34]([OH:40])([C:36]([F:39])([F:38])[F:37])=[O:35]. Given the product [F:37][C:36]([F:39])([F:38])[C:34]([OH:40])=[O:35].[Cl:23][C:24]1[CH:29]=[CH:28][C:27]([S:30]([NH:18][C:16]2[CH:15]=[C:14]([CH3:19])[N:13]=[C:12]3[S:11][C:10]([CH2:20][CH3:21])=[C:9]([C:5]4[CH:6]=[CH:7][CH:8]=[C:3]([N:2]([CH3:22])[CH3:1])[CH:4]=4)[C:17]=23)(=[O:32])=[O:31])=[CH:26][CH:25]=1, predict the reactants needed to synthesize it. (2) Given the product [Br:18][C:9]1[CH:10]=[CH:11][C:3]([O:2][CH3:1])=[CH:4][C:5]=1[CH2:6][CH2:7][OH:8], predict the reactants needed to synthesize it. The reactants are: [CH3:1][O:2][C:3]1[CH:4]=[C:5]([CH:9]=[CH:10][CH:11]=1)[CH2:6][CH2:7][OH:8].N1C=CC=CC=1.[Br:18]Br. (3) Given the product [CH2:1]([O:8][C:9]([N:11]1[CH2:16][C@H:15]([C:17]2[N:21]3[CH:22]=[CH:23][N:24]=[C:25]([Cl:26])[C:20]3=[C:19]([Br:30])[N:18]=2)[CH2:14][CH2:13][C@H:12]1[CH2:27][O:28][CH3:29])=[O:10])[C:2]1[CH:3]=[CH:4][CH:5]=[CH:6][CH:7]=1, predict the reactants needed to synthesize it. The reactants are: [CH2:1]([O:8][C:9]([N:11]1[CH2:16][C@H:15]([C:17]2[N:21]3[CH:22]=[CH:23][N:24]=[C:25]([Cl:26])[C:20]3=[CH:19][N:18]=2)[CH2:14][CH2:13][C@H:12]1[CH2:27][O:28][CH3:29])=[O:10])[C:2]1[CH:7]=[CH:6][CH:5]=[CH:4][CH:3]=1.[Br:30]N1C(=O)CCC1=O. (4) Given the product [NH:11]1[C:10]2[C:14](=[CH:16][CH:17]=[CH:18][CH:19]=2)[CH2:13][CH2:12]1, predict the reactants needed to synthesize it. The reactants are: C(Cl)CCl.N1([C:10]2[N:11]=[CH:12][C:13]3[CH:18]([C:19](O)=O)[CH2:17][CH2:16][C:14]=3N=2)C=NN=N1.FC1C(C#N)=C(C)C([C@@H]2OC[C@H]3CNCCN3C2)=CC=1. (5) Given the product [CH:1]1([C:7]2[CH:31]=[CH:30][CH:29]=[C:28]3[C:8]=2[CH:9]=[C:10]2[C:16]4[CH:17]=[C:18]([C:21]([OH:23])=[O:22])[CH:19]=[CH:20][C:15]=4[N:14]4[CH2:25][CH:26]=[N:27][C:13]4=[CH:12][N:11]23)[CH2:2][CH2:3][CH2:4][CH2:5][CH2:6]1, predict the reactants needed to synthesize it. The reactants are: [CH:1]1([C:7]2[CH:31]=[CH:30][CH:29]=[C:28]3[C:8]=2[CH:9]=[C:10]2[C:16]4[CH:17]=[C:18]([C:21]([O:23]C)=[O:22])[CH:19]=[CH:20][C:15]=4[N:14]4[CH2:25][CH:26]=[N:27][C:13]4=[CH:12][N:11]23)[CH2:6][CH2:5][CH2:4][CH2:3][CH2:2]1.[OH-].[Na+].Cl. (6) Given the product [F:18][C:9]1[CH:10]=[C:11]([C:14]([F:16])([F:15])[F:17])[CH:12]=[CH:13][C:8]=1[C:7]1[N:6]=[CH:5][N:4]=[C:3]2[C:2]=1[N:1]=[CH:30][N:19]2[C:20]1[CH:21]=[CH:22][C:23]([S:26]([NH2:29])(=[O:27])=[O:28])=[CH:24][CH:25]=1, predict the reactants needed to synthesize it. The reactants are: [NH2:1][C:2]1[C:3]([NH:19][C:20]2[CH:25]=[CH:24][C:23]([S:26]([NH2:29])(=[O:28])=[O:27])=[CH:22][CH:21]=2)=[N:4][CH:5]=[N:6][C:7]=1[C:8]1[CH:13]=[CH:12][C:11]([C:14]([F:17])([F:16])[F:15])=[CH:10][C:9]=1[F:18].[C:30]1(C)C=CC(S(O)(=O)=O)=CC=1.C(OC)(OC)OC. (7) Given the product [CH3:3][N:4]1[CH:8]=[C:7]([CH:9]2[CH2:10][CH2:11][CH:12]([C:15]([O:17][CH3:18])=[O:16])[CH2:13][CH2:14]2)[CH:6]=[N:5]1, predict the reactants needed to synthesize it. The reactants are: [H][H].[CH3:3][N:4]1[CH:8]=[C:7]([C:9]2[CH2:14][CH2:13][CH:12]([C:15]([O:17][CH2:18]C)=[O:16])[CH2:11][CH:10]=2)[CH:6]=[N:5]1.